From a dataset of Forward reaction prediction with 1.9M reactions from USPTO patents (1976-2016). Predict the product of the given reaction. (1) Given the reactants [C:1]1([S:7]([C:10]2[CH:11]=[C:12]3[C:16](=[CH:17][CH:18]=2)[N:15]([CH:19]2[CH2:23][CH2:22][NH:21][CH2:20]2)[CH2:14][CH2:13]3)(=[O:9])=[O:8])[CH:6]=[CH:5][CH:4]=[CH:3][CH:2]=1.[ClH:24], predict the reaction product. The product is: [ClH:24].[C:1]1([S:7]([C:10]2[CH:11]=[C:12]3[C:16](=[CH:17][CH:18]=2)[N:15]([CH:19]2[CH2:23][CH2:22][NH:21][CH2:20]2)[CH2:14][CH2:13]3)(=[O:9])=[O:8])[CH:2]=[CH:3][CH:4]=[CH:5][CH:6]=1. (2) Given the reactants [C:1]([O:5][C:6](=[O:17])[NH:7][C:8]1([C:11](=[O:16])N(OC)C)[CH2:10][CH2:9]1)([CH3:4])([CH3:3])[CH3:2].[Li+].C[Si]([C:23]#[C-:24])(C)C, predict the reaction product. The product is: [C:1]([O:5][C:6](=[O:17])[NH:7][C:8]1([C:11](=[O:16])[C:23]#[CH:24])[CH2:9][CH2:10]1)([CH3:2])([CH3:3])[CH3:4]. (3) Given the reactants [NH:1]1[C:9]2[C:4](=[CH:5][C:6]([CH:10]=[O:11])=[CH:7][CH:8]=2)[CH:3]=[N:2]1.[Br:12][C:13]1[CH:18]=[CH:17][C:16]([CH2:19]Br)=[C:15]([C:21]([F:24])([F:23])[F:22])[CH:14]=1, predict the reaction product. The product is: [Br:12][C:13]1[CH:18]=[CH:17][C:16]([CH2:19][N:1]2[C:9]3[C:4](=[CH:5][C:6]([CH:10]=[O:11])=[CH:7][CH:8]=3)[CH:3]=[N:2]2)=[C:15]([C:21]([F:22])([F:23])[F:24])[CH:14]=1. (4) The product is: [C:22]1([Si:28]([O:35][CH2:36][CH2:37][CH2:2][CH3:3])([O:29][CH2:30][CH2:31][CH2:6][CH3:8])[O:32][CH2:33][CH2:34][CH2:9][CH3:10])[CH:23]=[CH:24][CH:25]=[CH:26][CH:27]=1. Given the reactants C[CH:2](O)[CH3:3].C[C:6]([CH3:8])=O.[CH3:9][CH2:10]O[Si](OCC)(OCC)OCC.[C:22]1([Si:28]([O:35][CH2:36][CH3:37])([O:32][CH2:33][CH3:34])[O:29][CH2:30][CH3:31])[CH:27]=[CH:26][CH:25]=[CH:24][CH:23]=1.C(O)CCC.C(O)C, predict the reaction product. (5) Given the reactants [C:1]([O:4][CH2:5][CH2:6][CH2:7][CH2:8][CH2:9][CH2:10][CH2:11][CH2:12][CH2:13][CH2:14][CH2:15][CH2:16][CH2:17][CH2:18][CH2:19][CH2:20][CH2:21][O:22]C1CCCCO1)(=[O:3])[CH3:2].CC1C=CC(S([O-])(=O)=O)=CC=1.C1C=C[NH+]=CC=1, predict the reaction product. The product is: [C:1]([O:4][CH2:5][CH2:6][CH2:7][CH2:8][CH2:9][CH2:10][CH2:11][CH2:12][CH2:13][CH2:14][CH2:15][CH2:16][CH2:17][CH2:18][CH2:19][CH2:20][CH2:21][OH:22])(=[O:3])[CH3:2].